From a dataset of Forward reaction prediction with 1.9M reactions from USPTO patents (1976-2016). Predict the product of the given reaction. The product is: [F:26][C:23]1[CH:24]=[CH:25][C:20]([C:4]2[N:3]=[C:2]3[S:28][C:9]([CH3:10])=[N:8][C:7]3=[CH:6][C:5]=2[C:12]2[CH:17]=[CH:16][N:15]=[C:14]([S:18][CH3:19])[N:13]=2)=[CH:21][CH:22]=1. Given the reactants Cl[C:2]1[C:7]([NH:8][C:9](=O)[CH3:10])=[CH:6][C:5]([C:12]2[CH:17]=[CH:16][N:15]=[C:14]([S:18][CH3:19])[N:13]=2)=[C:4]([C:20]2[CH:25]=[CH:24][C:23]([F:26])=[CH:22][CH:21]=2)[N:3]=1.P12(SP3(SP(SP(S3)(S1)=S)(=S)S2)=S)=[S:28].O, predict the reaction product.